From a dataset of Forward reaction prediction with 1.9M reactions from USPTO patents (1976-2016). Predict the product of the given reaction. (1) Given the reactants C(O[C:6]([NH:8][C:9]1[CH:17]=[CH:16][C:12]([C:13](O)=[O:14])=[CH:11][CH:10]=1)=O)(C)(C)C.[H-].[Al+3].[Li+].[H-].[H-].[H-], predict the reaction product. The product is: [CH3:6][NH:8][C:9]1[CH:17]=[CH:16][C:12]([CH2:13][OH:14])=[CH:11][CH:10]=1. (2) Given the reactants [Br:1][C:2]1[CH:3]=[C:4]([CH:8]([O:10][Si:11]([C:14]([CH3:17])([CH3:16])[CH3:15])([CH3:13])[CH3:12])[CH3:9])[CH:5]=[CH:6][CH:7]=1.[CH3:18][C:19]1([CH3:35])[C:23]([CH3:25])([CH3:24])[O:22][B:21]([B:21]2[O:22][C:23]([CH3:25])([CH3:24])[C:19]([CH3:35])([CH3:18])[O:20]2)[O:20]1.C(C1C=CN=C(C2C=C(C(C)(C)C)C=CN=2)C=1)(C)(C)C, predict the reaction product. The product is: [Br:1][C:2]1[CH:3]=[C:4]([CH:8]([O:10][Si:11]([C:14]([CH3:16])([CH3:15])[CH3:17])([CH3:13])[CH3:12])[CH3:9])[CH:5]=[C:6]([B:21]2[O:22][C:23]([CH3:25])([CH3:24])[C:19]([CH3:35])([CH3:18])[O:20]2)[CH:7]=1. (3) Given the reactants N.[O-:2][N+:3]1[C:8]2[CH:9]=[CH:10][CH:11]=[CH:12][C:7]=2[N+:6]([O-:13])=[C:5]([NH:14][CH2:15][CH2:16][CH2:17][N:18]([CH3:29])[CH2:19][CH2:20][CH2:21][NH:22][C:23](=[O:28])[C:24](F)(F)F)[N:4]=1.N1(C([C:37]2[C:50]3[C:41](=[N:42][C:43]4[C:48]([N:49]=3)=C[CH:46]=[CH:45][CH:44]=4)[CH:40]=[CH:39][CH:38]=2)=O)C=CN=C1, predict the reaction product. The product is: [O-:2][N+:3]1[C:8]2[CH:9]=[CH:10][CH:11]=[CH:12][C:7]=2[N+:6]([O-:13])=[C:5]([NH:14][CH2:15][CH2:16][CH2:17][N:18]([CH3:29])[CH2:19][CH2:20][CH2:21][NH:22][C:23]([C:24]2[C:48]3[C:43](=[N:42][C:41]4[C:50]([N:49]=3)=[CH:37][CH:38]=[CH:39][CH:40]=4)[CH:44]=[CH:45][CH:46]=2)=[O:28])[N:4]=1. (4) Given the reactants [CH3:1][O:2][C:3](=[O:15])[C:4]1[CH:9]=[CH:8][C:7]([CH2:10]Br)=[CH:6][C:5]=1[N+:12]([O-:14])=[O:13].[NH:16]([C:24]([O:26][C:27]([CH3:30])([CH3:29])[CH3:28])=[O:25])[C:17]([O:19][C:20]([CH3:23])([CH3:22])[CH3:21])=[O:18].C(=O)([O-])[O-].[Cs+].[Cs+].O, predict the reaction product. The product is: [CH3:1][O:2][C:3](=[O:15])[C:4]1[CH:9]=[CH:8][C:7]([CH2:10][N:16]([C:17]([O:19][C:20]([CH3:23])([CH3:22])[CH3:21])=[O:18])[C:24]([O:26][C:27]([CH3:28])([CH3:29])[CH3:30])=[O:25])=[CH:6][C:5]=1[N+:12]([O-:14])=[O:13]. (5) Given the reactants CON(C)[C:4]([C:6]1[C:14]2[N:13]=[CH:12][NH:11][C:10]=2[CH:9]=[CH:8][CH:7]=1)=[O:5].[Li][CH3:17].[NH4+].[Cl-].O, predict the reaction product. The product is: [NH:11]1[C:10]2[CH:9]=[CH:8][CH:7]=[C:6]([C:4](=[O:5])[CH3:17])[C:14]=2[N:13]=[CH:12]1.